This data is from Forward reaction prediction with 1.9M reactions from USPTO patents (1976-2016). The task is: Predict the product of the given reaction. Given the reactants C(OC([NH:8][O:9][S:10]([C:13]1[C:18]([CH3:19])=[CH:17][C:16]([CH3:20])=[CH:15][C:14]=1[CH3:21])(=[O:12])=[O:11])=O)(C)(C)C.FC(F)(F)C(O)=O, predict the reaction product. The product is: [O:9]([S:10]([C:13]1[C:18]([CH3:19])=[CH:17][C:16]([CH3:20])=[CH:15][C:14]=1[CH3:21])(=[O:11])=[O:12])[NH2:8].